Regression. Given two drug SMILES strings and cell line genomic features, predict the synergy score measuring deviation from expected non-interaction effect. From a dataset of NCI-60 drug combinations with 297,098 pairs across 59 cell lines. (1) Drug 1: C1CC2CC3=C(CC1C24CN(S(=O)(=O)N4)CC(F)(F)F)C=CC(=C3)C=CCN5CCC(CC5)C(F)(F)F. Drug 2: CC1CC2C3CCC4=CC(=O)C=CC4(C3(C(CC2(C1(C(=O)CO)O)C)O)F)C. Cell line: HCT116. Synergy scores: CSS=30.8, Synergy_ZIP=-0.132, Synergy_Bliss=0.626, Synergy_Loewe=-17.2, Synergy_HSA=2.64. (2) Drug 1: CC1CCC2CC(C(=CC=CC=CC(CC(C(=O)C(C(C(=CC(C(=O)CC(OC(=O)C3CCCCN3C(=O)C(=O)C1(O2)O)C(C)CC4CCC(C(C4)OC)O)C)C)O)OC)C)C)C)OC. Drug 2: CC1C(C(CC(O1)OC2CC(CC3=C2C(=C4C(=C3O)C(=O)C5=CC=CC=C5C4=O)O)(C(=O)C)O)N)O. Cell line: UACC-257. Synergy scores: CSS=56.9, Synergy_ZIP=9.41, Synergy_Bliss=11.3, Synergy_Loewe=11.9, Synergy_HSA=13.2. (3) Drug 1: CCCS(=O)(=O)NC1=C(C(=C(C=C1)F)C(=O)C2=CNC3=C2C=C(C=N3)C4=CC=C(C=C4)Cl)F. Drug 2: C1=CC(=C2C(=C1NCCNCCO)C(=O)C3=C(C=CC(=C3C2=O)O)O)NCCNCCO. Cell line: UO-31. Synergy scores: CSS=40.8, Synergy_ZIP=5.31, Synergy_Bliss=7.85, Synergy_Loewe=-1.41, Synergy_HSA=10.4. (4) Cell line: HS 578T. Drug 1: C1=CC(=C2C(=C1NCCNCCO)C(=O)C3=C(C=CC(=C3C2=O)O)O)NCCNCCO. Synergy scores: CSS=42.5, Synergy_ZIP=-2.70, Synergy_Bliss=-3.07, Synergy_Loewe=2.86, Synergy_HSA=5.02. Drug 2: CC1CCC2CC(C(=CC=CC=CC(CC(C(=O)C(C(C(=CC(C(=O)CC(OC(=O)C3CCCCN3C(=O)C(=O)C1(O2)O)C(C)CC4CCC(C(C4)OC)OCCO)C)C)O)OC)C)C)C)OC. (5) Drug 1: CC1=C(C=C(C=C1)NC(=O)C2=CC=C(C=C2)CN3CCN(CC3)C)NC4=NC=CC(=N4)C5=CN=CC=C5. Drug 2: C1=CC=C(C(=C1)C(C2=CC=C(C=C2)Cl)C(Cl)Cl)Cl. Cell line: UACC-257. Synergy scores: CSS=1.71, Synergy_ZIP=-1.16, Synergy_Bliss=-3.16, Synergy_Loewe=-5.02, Synergy_HSA=-3.59. (6) Drug 1: CC1=C(C(=O)C2=C(C1=O)N3CC4C(C3(C2COC(=O)N)OC)N4)N. Drug 2: C1C(C(OC1N2C=NC(=NC2=O)N)CO)O. Cell line: DU-145. Synergy scores: CSS=64.5, Synergy_ZIP=7.28, Synergy_Bliss=5.42, Synergy_Loewe=-7.89, Synergy_HSA=5.11. (7) Drug 1: CC1=C(C=C(C=C1)NC(=O)C2=CC=C(C=C2)CN3CCN(CC3)C)NC4=NC=CC(=N4)C5=CN=CC=C5. Drug 2: CC1C(C(CC(O1)OC2CC(CC3=C2C(=C4C(=C3O)C(=O)C5=C(C4=O)C(=CC=C5)OC)O)(C(=O)CO)O)N)O.Cl. Cell line: LOX IMVI. Synergy scores: CSS=42.9, Synergy_ZIP=-0.871, Synergy_Bliss=1.69, Synergy_Loewe=-37.0, Synergy_HSA=0.0163.